This data is from Forward reaction prediction with 1.9M reactions from USPTO patents (1976-2016). The task is: Predict the product of the given reaction. (1) Given the reactants [CH2:1]([O:3][C:4]([C:6]1[N:7]=[C:8]([CH:11]2[CH2:16][CH2:15][N:14]([C:17]([N:19]3[CH:23]=[CH:22][N+:21]([CH3:24])=[CH:20]3)=[O:18])[CH2:13][CH2:12]2)[S:9][CH:10]=1)=[O:5])[CH3:2].[N:25]1[CH:30]=[CH:29][CH:28]=[CH:27][C:26]=1N1CCNCC1.C(N(CC)CC)C, predict the reaction product. The product is: [CH2:1]([O:3][C:4]([C:6]1[N:7]=[C:8]([CH:11]2[CH2:16][CH2:15][N:14]([C:17]([N:19]3[CH2:20][CH2:24][N:21]([C:26]4[CH:27]=[CH:28][CH:29]=[CH:30][N:25]=4)[CH2:22][CH2:23]3)=[O:18])[CH2:13][CH2:12]2)[S:9][CH:10]=1)=[O:5])[CH3:2]. (2) Given the reactants C1(P(C2CCCCC2)C2CCCCC2)CCCCC1.CCCCCC[CH2:26][CH2:27][CH2:28][CH2:29][CH2:30][CH2:31][CH3:32].CO[C:35]1[CH:36]=[C:37]2[C:42](=[CH:43][CH:44]=1)[CH2:41][CH2:40][CH2:39][CH2:38]2.O(C(C)C)C(C)C.C1(C)C(C2C(C)=CC=CC=2)=CC=CC=1.CC1C=C(O)C=CC=1, predict the reaction product. The product is: [CH3:32][C:31]1[CH:26]=[CH:27][C:28]([C:35]2[CH:36]=[C:37]3[C:42](=[CH:43][CH:44]=2)[CH2:41][CH2:40][CH2:39][CH2:38]3)=[CH:29][CH:30]=1. (3) Given the reactants [OH-].[Na+].[CH2:3]([N:5]([C:11]1[C:12]([F:22])=[C:13]([C:18]([F:21])=[CH:19][CH:20]=1)[C:14]([O:16]C)=[O:15])[S:6](=[O:10])(=[O:9])[NH:7][CH3:8])[CH3:4], predict the reaction product. The product is: [CH2:3]([N:5]([C:11]1[C:12]([F:22])=[C:13]([C:18]([F:21])=[CH:19][CH:20]=1)[C:14]([OH:16])=[O:15])[S:6](=[O:9])(=[O:10])[NH:7][CH3:8])[CH3:4]. (4) Given the reactants [CH3:1][O-].[Na+].[N:4]#[C:5][NH2:6].[C:7]([C:11]1[N:12]=[C:13]([N:16]=[C:17]=[S:18])[S:14][CH:15]=1)([CH3:10])([CH3:9])[CH3:8].CI, predict the reaction product. The product is: [C:7]([C:11]1[N:12]=[C:13]([NH:16]/[C:17](/[S:18][CH3:1])=[N:4]/[C:5]#[N:6])[S:14][CH:15]=1)([CH3:10])([CH3:8])[CH3:9]. (5) Given the reactants [CH3:1][N:2]1[C:11]2[C:6](=[CH:7][CH:8]=[CH:9][CH:10]=2)[C:5](=[O:12])[NH:4][C:3]1=[O:13].C([O-])([O-])=O.[K+].[K+].Br[CH2:21][CH2:22][OH:23], predict the reaction product. The product is: [OH:23][CH2:22][CH2:21][N:4]1[C:5](=[O:12])[C:6]2[C:11](=[CH:10][CH:9]=[CH:8][CH:7]=2)[N:2]([CH3:1])[C:3]1=[O:13]. (6) Given the reactants [CH:1]([O:4][C:5](=[O:21])[NH:6][C@@H:7]1[CH2:20][C:10]2[NH:11][C:12]3[CH:13]=[CH:14][C:15]([C:18]#[N:19])=[CH:16][C:17]=3[C:9]=2[CH2:8]1)([CH3:3])[CH3:2].C(=O)([O-])[O-].[Cs+].[Cs+].[CH3:28][O:29][C:30]1[CH:37]=[CH:36][CH:35]=[CH:34][C:31]=1[CH2:32]Cl, predict the reaction product. The product is: [CH:1]([O:4][C:5](=[O:21])[NH:6][C@@H:7]1[CH2:20][C:10]2[N:11]([CH2:32][C:31]3[CH:34]=[CH:35][CH:36]=[CH:37][C:30]=3[O:29][CH3:28])[C:12]3[CH:13]=[CH:14][C:15]([C:18]#[N:19])=[CH:16][C:17]=3[C:9]=2[CH2:8]1)([CH3:3])[CH3:2]. (7) Given the reactants [CH2:1]([O:3][C:4]([C:6]1[CH:7]=[C:8]2[C:13](=[CH:14][CH:15]=1)[O:12][C:11]([CH3:17])([CH3:16])[CH2:10][C:9]2([CH3:19])[CH3:18])=[O:5])[CH3:2].Cl[CH:21]([O:23]C(Cl)Cl)Cl, predict the reaction product. The product is: [CH2:1]([O:3][C:4]([C:6]1[CH:7]=[C:8]2[C:13](=[C:14]([CH:21]=[O:23])[CH:15]=1)[O:12][C:11]([CH3:17])([CH3:16])[CH2:10][C:9]2([CH3:18])[CH3:19])=[O:5])[CH3:2]. (8) Given the reactants [H-].[Na+].[C:3]([C:5]1[CH:10]=[CH:9][C:8]([CH3:11])=[C:7]([OH:12])[CH:6]=1)#[N:4].[CH2:13](I)[CH3:14].O, predict the reaction product. The product is: [C:3]([C:5]1[CH:10]=[CH:9][C:8]([CH3:11])=[C:7]([O:12][CH2:13][CH3:14])[CH:6]=1)#[N:4].